From a dataset of Catalyst prediction with 721,799 reactions and 888 catalyst types from USPTO. Predict which catalyst facilitates the given reaction. (1) The catalyst class is: 124. Reactant: [Cl:1][C:2]1[CH:3]=[C:4]([CH:10]=[CH:11][C:12]=1[Cl:13])[CH2:5][NH:6][CH:7]([CH3:9])[CH3:8].Cl.[CH3:15][C:16]1([CH3:26])[O:20][C:19](=[CH:21][C:22](Cl)=[O:23])[C:18](=[O:25])[O:17]1.C(N(C(C)C)CC)(C)C. Product: [Cl:1][C:2]1[CH:3]=[C:4]([CH:10]=[CH:11][C:12]=1[Cl:13])[CH2:5][N:6]([CH:7]([CH3:9])[CH3:8])[C:22](=[O:23])[CH:21]=[C:19]1[C:18](=[O:25])[O:17][C:16]([CH3:15])([CH3:26])[O:20]1. (2) Reactant: [OH:1][C:2]1([C:12]2[N:17]=[CH:16][C:15]([OH:18])=[CH:14][CH:13]=2)[CH2:11][CH2:10][C:5]2([O:9][CH2:8][CH2:7][O:6]2)[CH2:4][CH2:3]1.[H-].[Na+].[CH2:21](Br)[C:22]1[CH:27]=[CH:26][CH:25]=[CH:24][CH:23]=1.O. Product: [CH2:21]([O:18][C:15]1[CH:14]=[CH:13][C:12]([C:2]2([OH:1])[CH2:3][CH2:4][C:5]3([O:9][CH2:8][CH2:7][O:6]3)[CH2:10][CH2:11]2)=[N:17][CH:16]=1)[C:22]1[CH:27]=[CH:26][CH:25]=[CH:24][CH:23]=1. The catalyst class is: 774. (3) Reactant: [C:1]([O:5][C:6](=[O:27])[NH:7][CH2:8][C:9]1[CH:14]=[C:13]([O:15][C:16]2[CH:21]=[C:20]([F:22])[CH:19]=[C:18]([F:23])[CH:17]=2)[CH:12]=[CH:11][C:10]=1[N+:24]([O-])=O)([CH3:4])([CH3:3])[CH3:2].[Cl-].[NH4+].C(O)C. Product: [C:1]([O:5][C:6](=[O:27])[NH:7][CH2:8][C:9]1[CH:14]=[C:13]([O:15][C:16]2[CH:21]=[C:20]([F:22])[CH:19]=[C:18]([F:23])[CH:17]=2)[CH:12]=[CH:11][C:10]=1[NH2:24])([CH3:4])([CH3:2])[CH3:3]. The catalyst class is: 150. (4) Reactant: C([O:4][C@H:5]([CH3:22])[CH2:6][CH2:7][CH2:8][CH2:9][N:10]1[C:19](=[O:20])[C:18]2[NH:17][N:16]=[N:15][C:14]=2[N:13]([CH3:21])[C:11]1=[O:12])(=O)C.Cl.C(OCC)C. Product: [OH:4][C@H:5]([CH3:22])[CH2:6][CH2:7][CH2:8][CH2:9][N:10]1[C:19](=[O:20])[C:18]2[NH:17][N:16]=[N:15][C:14]=2[N:13]([CH3:21])[C:11]1=[O:12]. The catalyst class is: 5. (5) The catalyst class is: 67. Product: [ClH:2].[ClH:1].[Cl:2][C:3]1[CH:8]=[CH:7][C:6]([C:9]2[C:10]3[C@@H:11]4[CH2:22][CH2:21][NH:20][CH2:19][CH2:18][C@@H:12]4[NH:13][C:14]=3[CH:15]=[CH:16][CH:17]=2)=[CH:5][CH:4]=1. Reactant: [ClH:1].[Cl:2][C:3]1[CH:8]=[CH:7][C:6]([C:9]2[C:10]3[C:11]4[CH2:22][CH2:21][NH:20][CH2:19][CH2:18][C:12]=4[NH:13][C:14]=3[CH:15]=[CH:16][CH:17]=2)=[CH:5][CH:4]=1.C([BH3-])#N.[Na+]. (6) Reactant: Cl[C:2]1[N:7]=[CH:6][C:5]2[O:8][C:9]3[C:14]([C@@:15]4([CH2:19][O:18][C:17]([NH2:20])=[N:16]4)[C:4]=2[CH:3]=1)=[CH:13][C:12]([C:21]1[C:22]([F:27])=[N:23][CH:24]=[CH:25][CH:26]=1)=[CH:11][CH:10]=3.CN(C1C(C2C(P(C3CCCCC3)C3CCCCC3)=CC=CC=2)=CC=CC=1)C.Cl.[F:57][C:58]1([F:64])[CH2:63][CH2:62][NH:61][CH2:60][CH2:59]1.C[Si]([N-][Si](C)(C)C)(C)C.[Li+]. Product: [F:57][C:58]1([F:64])[CH2:63][CH2:62][N:61]([C:2]2[N:7]=[CH:6][C:5]3[O:8][C:9]4[C:14]([C@@:15]5([CH2:19][O:18][C:17]([NH2:20])=[N:16]5)[C:4]=3[CH:3]=2)=[CH:13][C:12]([C:21]2[C:22]([F:27])=[N:23][CH:24]=[CH:25][CH:26]=2)=[CH:11][CH:10]=4)[CH2:60][CH2:59]1. The catalyst class is: 443.